This data is from Forward reaction prediction with 1.9M reactions from USPTO patents (1976-2016). The task is: Predict the product of the given reaction. (1) The product is: [CH2:1]([O:3][C:4]([C:6]1[C:15](=[O:16])[C:14]2[C:9](=[C:10]([CH2:18][OH:19])[CH:11]=[C:12]([I:17])[CH:13]=2)[NH:8][CH:7]=1)=[O:5])[CH3:2]. Given the reactants [CH2:1]([O:3][C:4]([C:6]1[C:15](=[O:16])[C:14]2[C:9](=[C:10]([CH2:18][O:19]C(=O)C)[CH:11]=[C:12]([I:17])[CH:13]=2)[NH:8][CH:7]=1)=[O:5])[CH3:2].[O-]CC.[Na+], predict the reaction product. (2) Given the reactants [C:1]([O:7][C:8]1[CH:9]=[C:10]2[C:14](=[C:15]([O:17][C:18]3[CH:23]=[CH:22][C:21]([S:24]([CH3:27])(=[O:26])=[O:25])=[CH:20][CH:19]=3)[CH:16]=1)[NH:13][N:12]=[C:11]2[Br:28])(=[O:6])[C:2]([CH3:5])([CH3:4])[CH3:3].[H-].[Na+].[CH3:31][O:32][CH2:33]Cl, predict the reaction product. The product is: [C:1]([O:7][C:8]1[CH:9]=[C:10]2[C:14](=[C:15]([O:17][C:18]3[CH:23]=[CH:22][C:21]([S:24]([CH3:27])(=[O:25])=[O:26])=[CH:20][CH:19]=3)[CH:16]=1)[N:13]([CH2:31][O:32][CH3:33])[N:12]=[C:11]2[Br:28])(=[O:6])[C:2]([CH3:5])([CH3:4])[CH3:3]. (3) Given the reactants [Si]([O:8][CH2:9][CH2:10][CH2:11][C@@H:12]([NH:16][C:17](=[O:23])[O:18][C:19]([CH3:22])([CH3:21])[CH3:20])[CH2:13][CH2:14][CH3:15])(C(C)(C)C)(C)C.CCCC[N+](CCCC)(CCCC)CCCC.[F-].[NH4+].[Cl-], predict the reaction product. The product is: [OH:8][CH2:9][CH2:10][CH2:11][C@@H:12]([NH:16][C:17](=[O:23])[O:18][C:19]([CH3:22])([CH3:21])[CH3:20])[CH2:13][CH2:14][CH3:15]. (4) Given the reactants CC(C)[C@H](N1CC2C(=CC(C3C=CC(NS(C4C=CC=CC=4)(=O)=O)=CC=3)=CC=2)C1=O)C(O)=O.[CH3:34][CH:35]([CH3:71])[C@H:36]([N:41]1[CH2:49][C:48]2[C:43](=[CH:44][C:45]([C:50]3[CH:55]=[CH:54][C:53]([NH:56][S:57]([C:60]4[CH:65]=[CH:64][C:63]([C:66]([F:69])([F:68])[F:67])=[CH:62][CH:61]=4)(=[O:59])=[O:58])=[CH:52][CH:51]=3)=[CH:46][CH:47]=2)[C:42]1=[O:70])[C:37]([O:39]C)=[O:38], predict the reaction product. The product is: [CH3:34][CH:35]([CH3:71])[C@H:36]([N:41]1[CH2:49][C:48]2[C:43](=[CH:44][C:45]([C:50]3[CH:51]=[CH:52][C:53]([NH:56][S:57]([C:60]4[CH:65]=[CH:64][C:63]([C:66]([F:69])([F:68])[F:67])=[CH:62][CH:61]=4)(=[O:59])=[O:58])=[CH:54][CH:55]=3)=[CH:46][CH:47]=2)[C:42]1=[O:70])[C:37]([OH:39])=[O:38]. (5) Given the reactants O1C2C(=CC=CC=2)/C(=[N:11]/[OH:12])/CC1.[CH2:13]([CH:15]1[CH2:23][C:22]2[C:17](=[CH:18][C:19]([O:24][CH3:25])=[CH:20][CH:21]=2)[C:16]1=O)[CH3:14], predict the reaction product. The product is: [CH2:13]([CH:15]1[CH2:23][C:22]2[C:17](=[CH:18][C:19]([O:24][CH3:25])=[CH:20][CH:21]=2)[C:16]1=[N:11][OH:12])[CH3:14]. (6) Given the reactants [C:1]1([OH:7])[CH:6]=[CH:5][CH:4]=[CH:3][CH:2]=1.[H-].[Na+].[H][H].Cl[C:13]1[C:18]([N+:19]([O-:21])=[O:20])=[C:17]([NH:22][CH2:23][CH2:24][OH:25])[C:16]([CH3:26])=[C:15]([CH3:27])[N:14]=1, predict the reaction product. The product is: [CH3:27][C:15]1[C:16]([CH3:26])=[C:17]([NH:22][CH2:23][CH2:24][OH:25])[C:18]([N+:19]([O-:21])=[O:20])=[C:13]([O:7][C:1]2[CH:6]=[CH:5][CH:4]=[CH:3][CH:2]=2)[N:14]=1. (7) Given the reactants [N+:1]([C:4]1[CH:12]=[C:8]([C:9]([OH:11])=O)[C:7]([OH:13])=[CH:6][CH:5]=1)([O-:3])=[O:2].[Cl:14][C:15]1[CH:16]=[C:17]([CH:19]=[C:20]([Cl:22])[CH:21]=1)[NH2:18], predict the reaction product. The product is: [Cl:14][C:15]1[CH:16]=[C:17]([NH:18][C:9](=[O:11])[C:8]2[CH:12]=[C:4]([N+:1]([O-:3])=[O:2])[CH:5]=[CH:6][C:7]=2[OH:13])[CH:19]=[C:20]([Cl:22])[CH:21]=1. (8) The product is: [Br:1][C:2]1[CH:3]=[CH:4][C:5]([C:6]([CH3:13])([CH3:12])[C@@H:7]([C:9]([OH:11])=[O:10])[NH:8][C:22]([O:24][C:25]([CH3:28])([CH3:27])[CH3:26])=[O:23])=[CH:14][CH:15]=1. Given the reactants [Br:1][C:2]1[CH:15]=[CH:14][C:5]([C:6]([CH3:13])([CH3:12])[C@@H:7]([C:9]([OH:11])=[O:10])[NH2:8])=[CH:4][CH:3]=1.C(=O)([O-])[O-].[K+].[K+].[C:22](O[C:22]([O:24][C:25]([CH3:28])([CH3:27])[CH3:26])=[O:23])([O:24][C:25]([CH3:28])([CH3:27])[CH3:26])=[O:23].C(O)(=O)CC(CC(O)=O)(C(O)=O)O, predict the reaction product. (9) Given the reactants Br[C:2]1[CH:3]=[C:4]([C:7]2[CH:12]=[CH:11][C:10]([OH:13])=[CH:9][CH:8]=2)[S:5][CH:6]=1.B([C:17]1[S:21][C:20]([C:22]([OH:24])=[O:23])=[CH:19][CH:18]=1)(O)O, predict the reaction product. The product is: [OH:13][C:10]1[CH:11]=[CH:12][C:7]([C:4]2[S:5][CH:6]=[C:2]([C:17]3[S:21][C:20]([C:22]([OH:24])=[O:23])=[CH:19][CH:18]=3)[CH:3]=2)=[CH:8][CH:9]=1.